From a dataset of Full USPTO retrosynthesis dataset with 1.9M reactions from patents (1976-2016). Predict the reactants needed to synthesize the given product. Given the product [OH:55][CH2:54][C@@H:29]1[C@@:30]([CH3:33])([C@H:34]2[CH2:42][CH2:41][C@@:40]3([CH3:43])[C@@H:36]([CH2:37][CH2:38][C:39]3=[CH2:44])[C@@H:35]2[CH2:45][O:46][CH2:47][C:48]2[CH:53]=[CH:52][CH:51]=[CH:50][N:49]=2)[CH2:31][CH2:32][C@H:27]([OH:26])[CH2:28]1, predict the reactants needed to synthesize it. The reactants are: CCCC[N+](CCCC)(CCCC)CCCC.[F-].[Si]([O:26][C@H:27]1[CH2:32][CH2:31][C@@:30]([C@H:34]2[CH2:42][CH2:41][C@@:40]3([CH3:43])[C@@H:36]([CH2:37][CH2:38][C:39]3=[CH2:44])[C@@H:35]2[CH2:45][O:46][CH2:47][C:48]2[CH:53]=[CH:52][CH:51]=[CH:50][N:49]=2)([CH3:33])[C@@H:29]([CH2:54][O:55][Si](C(C)(C)C)(C)C)[CH2:28]1)(C(C)(C)C)(C)C.